Dataset: Full USPTO retrosynthesis dataset with 1.9M reactions from patents (1976-2016). Task: Predict the reactants needed to synthesize the given product. (1) Given the product [Cl:30][C:27]1[CH:28]=[CH:29][C:24]([O:23][C@H:21]([C@@H:10]2[C@@H:11]([C:13]3[CH:18]=[CH:17][C:16]([F:19])=[C:15]([F:20])[CH:14]=3)[CH2:12][NH:8][CH2:9]2)[CH3:22])=[N:25][CH:26]=1, predict the reactants needed to synthesize it. The reactants are: C([N:8]1[CH2:12][C@H:11]([C:13]2[CH:18]=[CH:17][C:16]([F:19])=[C:15]([F:20])[CH:14]=2)[C@@H:10]([C@@H:21]([O:23][C:24]2[CH:29]=[CH:28][C:27]([Cl:30])=[CH:26][N:25]=2)[CH3:22])[CH2:9]1)C1C=CC=CC=1.ClC(OC(Cl)C)=O.CCN(C(C)C)C(C)C. (2) Given the product [OH:7][CH2:8][C:9]1[C:17]2[C:12](=[CH:13][CH:14]=[C:15]([C:18]3[NH:25][C:23](=[O:24])[C:22]4[C:21](=[CH:29][C:28]([O:30][CH3:31])=[CH:27][C:26]=4[O:32][CH3:33])[N:20]=3)[CH:16]=2)[NH:11][N:10]=1, predict the reactants needed to synthesize it. The reactants are: O1CCCCC1[O:7][CH2:8][C:9]1[C:17]2[C:12](=[CH:13][CH:14]=[C:15]([CH:18]=O)[CH:16]=2)[NH:11][N:10]=1.[NH2:20][C:21]1[CH:29]=[C:28]([O:30][CH3:31])[CH:27]=[C:26]([O:32][CH3:33])[C:22]=1[C:23]([NH2:25])=[O:24].OS([O-])=O.[Na+].O.C1(C)C=CC(S(O)(=O)=O)=CC=1. (3) Given the product [Cl:1][C:2]([F:42])([O:21][C:22]([F:40])([F:41])[C:23]([F:39])([O:28][C:29]([F:38])([F:37])[C:30]([F:36])([F:35])[C:31]([F:34])([F:33])[F:32])[C:24]([F:25])([F:26])[F:27])[C:3]([F:19])([F:20])[O:4][C:5]1[CH:14]=[C:13]([C:15]([OH:17])=[O:16])[CH:12]=[CH:11][C:6]=1[C:7]([OH:9])=[O:8], predict the reactants needed to synthesize it. The reactants are: [Cl:1][C:2]([F:42])([O:21][C:22]([F:41])([F:40])[C:23]([F:39])([O:28][C:29]([F:38])([F:37])[C:30]([F:36])([F:35])[C:31]([F:34])([F:33])[F:32])[C:24]([F:27])([F:26])[F:25])[C:3]([F:20])([F:19])[O:4][C:5]1[CH:14]=[C:13]([C:15]([O:17]C)=[O:16])[CH:12]=[CH:11][C:6]=1[C:7]([O:9]C)=[O:8].[OH-].[K+].Cl.